Predict the product of the given reaction. From a dataset of Forward reaction prediction with 1.9M reactions from USPTO patents (1976-2016). (1) The product is: [CH2:38]([N:3]([CH2:1][CH3:2])[CH2:4][CH2:5][CH2:6][NH:7][C:8]1[N:9]=[C:10]([C:27]2[CH:28]=[C:29]([CH:33]=[C:34]([F:37])[C:35]=2[CH3:36])[C:30]([NH:48][C:49]2[CH:54]=[CH:53][CH:52]=[CH:51][CH:50]=2)=[O:31])[C:11]2[CH:17]=[CH:16][C:15](=[O:18])[N:14]([C:19]3[C:24]([F:25])=[CH:23][CH:22]=[CH:21][C:20]=3[F:26])[C:12]=2[N:13]=1)[CH3:39]. Given the reactants [CH2:1]([N:3]([CH2:38][CH3:39])[CH2:4][CH2:5][CH2:6][NH:7][C:8]1[N:9]=[C:10]([C:27]2[CH:28]=[C:29]([CH:33]=[C:34]([F:37])[C:35]=2[CH3:36])[C:30](O)=[O:31])[C:11]2[CH:17]=[CH:16][C:15](=[O:18])[N:14]([C:19]3[C:24]([F:25])=[CH:23][CH:22]=[CH:21][C:20]=3[F:26])[C:12]=2[N:13]=1)[CH3:2].CN(C(O[N:48]1N=N[C:50]2[CH:51]=[CH:52][CH:53]=[CH:54][C:49]1=2)=[N+](C)C)C.F[P-](F)(F)(F)(F)F.C(N(CC)CC)C.NC1C=CC=CC=1, predict the reaction product. (2) Given the reactants [Cl:1][C:2]1[CH:3]=[C:4](/[CH:23]=[CH:24]/[C:25]([NH:27][O:28]C2CCCCO2)=[O:26])[CH:5]=[N:6][C:7]=1[NH:8][CH:9]1[CH2:14][CH2:13][N:12]([CH2:15][C:16]2[CH:21]=[CH:20][C:19]([CH3:22])=[CH:18][CH:17]=2)[CH2:11][CH2:10]1.[ClH:35], predict the reaction product. The product is: [ClH:1].[ClH:35].[Cl:1][C:2]1[CH:3]=[C:4](/[CH:23]=[CH:24]/[C:25]([NH:27][OH:28])=[O:26])[CH:5]=[N:6][C:7]=1[NH:8][CH:9]1[CH2:14][CH2:13][N:12]([CH2:15][C:16]2[CH:21]=[CH:20][C:19]([CH3:22])=[CH:18][CH:17]=2)[CH2:11][CH2:10]1.